Dataset: Full USPTO retrosynthesis dataset with 1.9M reactions from patents (1976-2016). Task: Predict the reactants needed to synthesize the given product. Given the product [CH3:67][N:58]([C:52]1[CH:53]=[CH:54][CH:55]=[C:56]2[C:51]=1[NH:50][C:49]([C:47]1[S:43][C:44]([CH3:76])([CH2:68][CH2:69][N:70]3[CH2:75][CH2:74][O:73][CH2:72][CH2:71]3)[CH2:45][N:46]=1)=[CH:57]2)[S:59]([C:62]1[S:63][CH:64]=[CH:65][CH:66]=1)(=[O:61])=[O:60], predict the reactants needed to synthesize it. The reactants are: C1(P(=O)(C2C=CC=CC=2)C2C=CC=CC=2)C=CC=CC=1.FC(F)(F)S(OS(C(F)(F)F)(=O)=O)(=O)=O.C([S:43][C:44]([CH3:76])([CH2:68][CH2:69][N:70]1[CH2:75][CH2:74][O:73][CH2:72][CH2:71]1)[CH2:45][NH:46][C:47]([C:49]1[NH:50][C:51]2[C:56]([CH:57]=1)=[CH:55][CH:54]=[CH:53][C:52]=2[N:58]([CH3:67])[S:59]([C:62]1[S:63][CH:64]=[CH:65][CH:66]=1)(=[O:61])=[O:60])=O)C1C=CC=CC=1.C(=O)([O-])O.[Na+].